From a dataset of HIV replication inhibition screening data with 41,000+ compounds from the AIDS Antiviral Screen. Binary Classification. Given a drug SMILES string, predict its activity (active/inactive) in a high-throughput screening assay against a specified biological target. The drug is CSC1=C(C)SC(=Cc2ccc(C=C3SC(C)=C(SC)S3)cc2)S1. The result is 0 (inactive).